From a dataset of Catalyst prediction with 721,799 reactions and 888 catalyst types from USPTO. Predict which catalyst facilitates the given reaction. (1) Reactant: [F:1][C:2]([F:40])([F:39])[C:3]1[CH:4]=[C:5]([CH:32]=[C:33]([C:35]([F:38])([F:37])[F:36])[CH:34]=1)[CH2:6][N:7]([CH2:11][C:12]1[CH:13]=[C:14]2[C:29]([CH3:30])=[N:28][N:27]([CH3:31])[C:15]2=[N:16][C:17]=1[N:18]([CH2:21][CH:22]1[CH2:26][CH2:25][CH2:24][CH2:23]1)[CH2:19][CH3:20])[C:8]([NH2:10])=[O:9]. Product: [F:40][C:2]([F:39])([F:1])[C:3]1[CH:4]=[C:5]([CH:32]=[C:33]([C:35]([F:37])([F:38])[F:36])[CH:34]=1)[CH2:6][N:7]([CH2:11][C:12]1[CH:13]=[C:14]2[C:29]([CH3:30])=[N:28][N:27]([CH3:31])[C:15]2=[N:16][C:17]=1[N:18]([CH2:21][CH:22]1[CH2:26][CH2:25][CH2:24][CH2:23]1)[CH2:19][CH3:20])[C:8]1[O:9][CH:34]=[C:3]([C:2]([F:40])([F:39])[F:1])[N:10]=1. The catalyst class is: 107. (2) Reactant: [CH3:1][N:2]([CH3:16])[C:3]1[C:12]([CH:13]=[O:14])=[CH:11][C:10]2[C:5](=[CH:6][CH:7]=[C:8]([CH3:15])[CH:9]=2)[N:4]=1.[BH4-].[Na+].Cl.[OH-].[Na+]. Product: [CH3:1][N:2]([CH3:16])[C:3]1[C:12]([CH2:13][OH:14])=[CH:11][C:10]2[C:5](=[CH:6][CH:7]=[C:8]([CH3:15])[CH:9]=2)[N:4]=1. The catalyst class is: 242. (3) Reactant: [CH3:1][O:2][C:3]1[CH:27]=[CH:26][C:6]([CH2:7][N:8]2[C:16]3[CH:15]=[CH:14][NH:13][C:12](=[O:17])[C:11]=3[C:10]([C:18]3[CH:19]=[C:20]([C:23]([OH:25])=[O:24])[S:21][CH:22]=3)=[N:9]2)=[CH:5][CH:4]=1.[CH3:28]CN=C=NCCCN(C)C.Cl. Product: [CH3:1][O:2][C:3]1[CH:4]=[CH:5][C:6]([CH2:7][N:8]2[C:16]3[CH:15]=[CH:14][NH:13][C:12](=[O:17])[C:11]=3[C:10]([C:18]3[CH:19]=[C:20]([C:23]([O:25][CH3:28])=[O:24])[S:21][CH:22]=3)=[N:9]2)=[CH:26][CH:27]=1. The catalyst class is: 287. (4) Reactant: [Si:1]([O:8][CH2:9][C:10]1[S:14][C:13]([Cl:15])=[C:12]([CH:16]=[O:17])[CH:11]=1)([C:4]([CH3:7])([CH3:6])[CH3:5])([CH3:3])[CH3:2].[Cl:18][C:19]1[CH:20]=[C:21]([Mg]Br)[CH:22]=[CH:23][CH:24]=1. Product: [Si:1]([O:8][CH2:9][C:10]1[S:14][C:13]([Cl:15])=[C:12]([CH:16]([C:23]2[CH:22]=[CH:21][CH:20]=[C:19]([Cl:18])[CH:24]=2)[OH:17])[CH:11]=1)([C:4]([CH3:7])([CH3:6])[CH3:5])([CH3:3])[CH3:2]. The catalyst class is: 1. (5) Reactant: [S:1]1[C:5]2[CH:6]=[CH:7][C:8]([C:10]([OH:12])=[O:11])=[CH:9][C:4]=2[CH:3]=[CH:2]1.[Li]C(C)(C)C.[B:18](OC(C)C)([O:23]C(C)C)[O:19]C(C)C.[Cl-].[NH4+].S([O-])(O)(=O)=O.[K+]. Product: [OH:19][B:18]([OH:23])[C:2]1[S:1][C:5]2[CH:6]=[CH:7][C:8]([C:10]([OH:12])=[O:11])=[CH:9][C:4]=2[CH:3]=1. The catalyst class is: 1. (6) Reactant: N([O-])=O.[Na+].N[C:6]1[N:7]=[N+:8]([O-:21])[C:9]2[CH:18]=[C:17]3[C:13]([CH2:14][CH:15]([CH2:19][OH:20])[CH2:16]3)=[CH:12][C:10]=2[N:11]=1.[BrH:22].CN(C=O)C. Product: [Br:22][C:6]1[N:7]=[N+:8]([O-:21])[C:9]2[CH:18]=[C:17]3[C:13]([CH2:14][CH:15]([CH2:19][OH:20])[CH2:16]3)=[CH:12][C:10]=2[N:11]=1. The catalyst class is: 25. (7) Reactant: [C:1]([O:5][C:6](=[O:31])[NH:7][C@H:8]1[CH2:13][CH2:12][C@@H:11]([NH:14][C:15]([C:17]2[C:18]([NH:24][CH2:25][CH2:26][CH2:27][N:28]([CH3:30])[CH3:29])=[N:19][CH:20]=[C:21]([F:23])[CH:22]=2)=[O:16])[CH2:10][CH2:9]1)([CH3:4])([CH3:3])[CH3:2].[C:32](N1C=CN=C1)(N1C=CN=C1)=[O:33].[H-].[Na+]. Product: [C:1]([O:5][C:6](=[O:31])[NH:7][C@H:8]1[CH2:9][CH2:10][C@@H:11]([N:14]2[C:15](=[O:16])[C:17]3[CH:22]=[C:21]([F:23])[CH:20]=[N:19][C:18]=3[N:24]([CH2:25][CH2:26][CH2:27][N:28]([CH3:30])[CH3:29])[C:32]2=[O:33])[CH2:12][CH2:13]1)([CH3:4])([CH3:3])[CH3:2]. The catalyst class is: 9. (8) Reactant: [Br:1][C:2]1[C:3]([CH2:22][C:23]([OH:25])=O)=[CH:4][C:5]([NH:8][C:9]2[S:10][CH:11]=[C:12]([CH2:14][CH2:15][C:16]3[CH:21]=[CH:20][CH:19]=[CH:18][CH:17]=3)[N:13]=2)=[N:6][CH:7]=1.C(C1NC=CN=1)(C1NC=CN=1)=O.[C:38]([O:44][CH2:45][CH3:46])(=[O:43])[CH2:39]C([O-])=O.C([Mg]Cl)(C)C. Product: [Br:1][C:2]1[C:3]([CH2:22][C:23](=[O:25])[CH2:39][C:38]([O:44][CH2:45][CH3:46])=[O:43])=[CH:4][C:5]([NH:8][C:9]2[S:10][CH:11]=[C:12]([CH2:14][CH2:15][C:16]3[CH:17]=[CH:18][CH:19]=[CH:20][CH:21]=3)[N:13]=2)=[N:6][CH:7]=1. The catalyst class is: 1.